From a dataset of Catalyst prediction with 721,799 reactions and 888 catalyst types from USPTO. Predict which catalyst facilitates the given reaction. (1) Reactant: C(OCC)(=O)C.[CH3:7][C@@H:8]([NH:18][CH2:19][C@H:20]([OH:31])[C:21]1[CH:26]=[CH:25][C:24]([OH:27])=[C:23]([NH:28][CH:29]=[O:30])[CH:22]=1)[CH2:9][C:10]1[CH:15]=[CH:14][C:13]([O:16][CH3:17])=[CH:12][CH:11]=1.[C:32]([OH:41])(=[O:40])[C@@H:33]([C@H:35]([C:37]([OH:39])=[O:38])[OH:36])[OH:34]. Product: [CH3:7][C@@H:8]([NH:18][CH2:19][C@H:20]([OH:31])[C:21]1[CH:26]=[CH:25][C:24]([OH:27])=[C:23]([NH:28][CH:29]=[O:30])[CH:22]=1)[CH2:9][C:10]1[CH:15]=[CH:14][C:13]([O:16][CH3:17])=[CH:12][CH:11]=1.[CH:33]([OH:34])([C:32]([OH:41])=[O:40])[CH:35]([OH:36])[C:37]([OH:39])=[O:38]. The catalyst class is: 5. (2) Reactant: [C:1]([NH:4][C:5]1[CH:6]=[CH:7][C:8]([N+:15]([O-:17])=[O:16])=[C:9]([O:11]C(=O)C)[CH:10]=1)(=[O:3])[CH3:2].C(=O)([O-])[O-].[K+].[K+]. Product: [OH:11][C:9]1[CH:10]=[C:5]([NH:4][C:1](=[O:3])[CH3:2])[CH:6]=[CH:7][C:8]=1[N+:15]([O-:17])=[O:16]. The catalyst class is: 5. (3) Reactant: Cl[C:2]1[CH:11]=[CH:10][N:9]=[C:8]2[C:3]=1[CH:4]=[CH:5][C:6]([CH3:12])=[N:7]2.[NH2:13][C:14]1[CH:19]=[C:18]([CH3:20])[C:17]([OH:21])=[CH:16][C:15]=1[S:22][C:23]1[CH:28]=[CH:27][C:26]([NH:29][C:30](=[O:32])[CH3:31])=[CH:25][CH:24]=1. Product: [OH:21][C:17]1[C:18]([CH3:20])=[CH:19][C:14]([NH:13][C:2]2[C:3]3[C:8](=[N:7][C:6]([CH3:12])=[CH:5][CH:4]=3)[N:9]=[CH:10][CH:11]=2)=[C:15]([S:22][C:23]2[CH:24]=[CH:25][C:26]([NH:29][C:30](=[O:32])[CH3:31])=[CH:27][CH:28]=2)[CH:16]=1. The catalyst class is: 8. (4) The catalyst class is: 14. Product: [F:1][CH:2]([F:9])[C:3]1[S:7][C:6]2=[N:8][C:12]([CH2:13][CH2:14][NH2:15])=[CH:11][N:5]2[N:4]=1. Reactant: [F:1][CH:2]([F:9])[C:3]1[S:7][C:6]([NH2:8])=[N:5][N:4]=1.Br[CH2:11][C:12](=O)[CH2:13][CH2:14][N:15]1C(=O)C2C(=CC=CC=2)C1=O.O.NN. (5) Reactant: [C:1]([OH:7])([C:3]([F:6])([F:5])[F:4])=[O:2].[CH3:8][C:9]1[CH:18]=[CH:17][C:16]2[C:11](=[CH:12][CH:13]=[CH:14][CH:15]=2)[C:10]=1[CH2:19][N:20]1[C:26](=[O:27])[C@@H:25]([NH:28]C(=O)OC(C)(C)C)[CH2:24][O:23][C:22]2[C:36]([C:40]([F:43])([F:42])[F:41])=[CH:37][CH:38]=[CH:39][C:21]1=2. Product: [F:4][C:3]([F:6])([F:5])[C:1]([OH:7])=[O:2].[NH2:28][C@H:25]1[CH2:24][O:23][C:22]2[C:36]([C:40]([F:42])([F:41])[F:43])=[CH:37][CH:38]=[CH:39][C:21]=2[N:20]([CH2:19][C:10]2[C:11]3[C:16](=[CH:15][CH:14]=[CH:13][CH:12]=3)[CH:17]=[CH:18][C:9]=2[CH3:8])[C:26]1=[O:27]. The catalyst class is: 2. (6) Reactant: [CH:1](=[C:3]1[CH:10]2[CH2:11][CH:6]3[CH2:7][CH:8]([CH2:12][CH:4]1[CH2:5]3)[CH2:9]2)[CH3:2].[C:13]([OH:18])(=[O:17])[C:14]([CH3:16])=[CH2:15].S(=O)(=O)(O)O. Product: [C:13]([O:18][C:3]1([CH2:1][CH3:2])[CH:4]2[CH2:12][CH:8]3[CH2:7][CH:6]([CH2:11][CH:10]1[CH2:9]3)[CH2:5]2)(=[O:17])[C:14]([CH3:16])=[CH2:15]. The catalyst class is: 81. (7) Reactant: C([O:3][C:4]([C:6]1[NH:7][C:8]2[C:13]([CH:14]=1)=[C:12]([O:15][C:16]1[CH:21]=[CH:20][CH:19]=[C:18]([Cl:22])[N:17]=1)[CH:11]=[CH:10][CH:9]=2)=[O:5])C.[OH-].[Na+].Cl. Product: [Cl:22][C:18]1[N:17]=[C:16]([O:15][C:12]2[CH:11]=[CH:10][CH:9]=[C:8]3[C:13]=2[CH:14]=[C:6]([C:4]([OH:5])=[O:3])[NH:7]3)[CH:21]=[CH:20][CH:19]=1. The catalyst class is: 5. (8) Reactant: [C:1]1([N:7]=[C:8]=[O:9])[CH:6]=[CH:5][CH:4]=[CH:3][CH:2]=1.[SH:10][C:11]1[NH:12][C:13]2[CH:19]=[CH:18][CH:17]=[CH:16][C:14]=2[N:15]=1. Product: [C:1]1([NH:7][C:8]([N:12]2[C:13]3[CH:19]=[CH:18][CH:17]=[CH:16][C:14]=3[NH:15][C:11]2=[S:10])=[O:9])[CH:6]=[CH:5][CH:4]=[CH:3][CH:2]=1. The catalyst class is: 3. (9) Reactant: C(OC([N:8]1[CH2:13][CH2:12][CH:11]([C:14]2[C:15]([CH2:23][CH3:24])=[N:16][N:17]3[CH2:22][CH2:21][CH2:20][CH2:19][C:18]=23)[CH2:10][CH2:9]1)=O)(C)(C)C.[ClH:25]. Product: [ClH:25].[CH2:23]([C:15]1[C:14]([CH:11]2[CH2:10][CH2:9][NH:8][CH2:13][CH2:12]2)=[C:18]2[CH2:19][CH2:20][CH2:21][CH2:22][N:17]2[N:16]=1)[CH3:24]. The catalyst class is: 5. (10) Reactant: [F:1][C:2]1([F:30])[CH2:7][CH2:6][N:5]([C:8]([C:10]2[NH:11][C:12]3[C:17]([CH:18]=2)=[CH:16][C:15]([C:19]([N:21]2[CH2:26][CH2:25][N:24]([CH:27]([CH3:29])[CH3:28])[CH2:23][CH2:22]2)=[O:20])=[CH:14][CH:13]=3)=[O:9])[CH2:4][CH2:3]1.[C:31]([C:33]1[CH:38]=[CH:37][C:36](B(O)O)=[CH:35][CH:34]=1)#[N:32].N1C=CC=CC=1. Product: [F:30][C:2]1([F:1])[CH2:7][CH2:6][N:5]([C:8]([C:10]2[N:11]([C:36]3[CH:37]=[CH:38][C:33]([C:31]#[N:32])=[CH:34][CH:35]=3)[C:12]3[C:17]([CH:18]=2)=[CH:16][C:15]([C:19]([N:21]2[CH2:22][CH2:23][N:24]([CH:27]([CH3:28])[CH3:29])[CH2:25][CH2:26]2)=[O:20])=[CH:14][CH:13]=3)=[O:9])[CH2:4][CH2:3]1. The catalyst class is: 221.